From a dataset of NCI-60 drug combinations with 297,098 pairs across 59 cell lines. Regression. Given two drug SMILES strings and cell line genomic features, predict the synergy score measuring deviation from expected non-interaction effect. (1) Drug 1: CCC1=CC2CC(C3=C(CN(C2)C1)C4=CC=CC=C4N3)(C5=C(C=C6C(=C5)C78CCN9C7C(C=CC9)(C(C(C8N6C)(C(=O)OC)O)OC(=O)C)CC)OC)C(=O)OC.C(C(C(=O)O)O)(C(=O)O)O. Drug 2: C(=O)(N)NO. Cell line: CAKI-1. Synergy scores: CSS=21.3, Synergy_ZIP=-6.75, Synergy_Bliss=-7.52, Synergy_Loewe=-6.42, Synergy_HSA=-3.65. (2) Synergy scores: CSS=4.06, Synergy_ZIP=1.53, Synergy_Bliss=3.02, Synergy_Loewe=-4.45, Synergy_HSA=-3.09. Drug 2: CN(C)N=NC1=C(NC=N1)C(=O)N. Drug 1: C1CCC(C1)C(CC#N)N2C=C(C=N2)C3=C4C=CNC4=NC=N3. Cell line: HS 578T. (3) Drug 1: CC1=C(C(CCC1)(C)C)C=CC(=CC=CC(=CC(=O)O)C)C. Drug 2: C1CC(=O)NC(=O)C1N2C(=O)C3=CC=CC=C3C2=O. Cell line: NCIH23. Synergy scores: CSS=4.90, Synergy_ZIP=0.728, Synergy_Bliss=4.22, Synergy_Loewe=0.515, Synergy_HSA=0.501. (4) Drug 1: CC1C(C(=O)NC(C(=O)N2CCCC2C(=O)N(CC(=O)N(C(C(=O)O1)C(C)C)C)C)C(C)C)NC(=O)C3=C4C(=C(C=C3)C)OC5=C(C(=O)C(=C(C5=N4)C(=O)NC6C(OC(=O)C(N(C(=O)CN(C(=O)C7CCCN7C(=O)C(NC6=O)C(C)C)C)C)C(C)C)C)N)C. Drug 2: C1CCC(C(C1)N)N.C(=O)(C(=O)[O-])[O-].[Pt+4]. Cell line: OVCAR-5. Synergy scores: CSS=48.0, Synergy_ZIP=-1.68, Synergy_Bliss=-1.70, Synergy_Loewe=2.31, Synergy_HSA=3.82. (5) Drug 1: COC1=C(C=C2C(=C1)N=CN=C2NC3=CC(=C(C=C3)F)Cl)OCCCN4CCOCC4. Drug 2: CC(C1=C(C=CC(=C1Cl)F)Cl)OC2=C(N=CC(=C2)C3=CN(N=C3)C4CCNCC4)N. Cell line: MOLT-4. Synergy scores: CSS=31.8, Synergy_ZIP=-3.20, Synergy_Bliss=3.99, Synergy_Loewe=-4.46, Synergy_HSA=3.28. (6) Drug 1: C1C(C(OC1N2C=NC3=C(N=C(N=C32)Cl)N)CO)O. Drug 2: CCN(CC)CCNC(=O)C1=C(NC(=C1C)C=C2C3=C(C=CC(=C3)F)NC2=O)C. Cell line: T-47D. Synergy scores: CSS=2.07, Synergy_ZIP=-1.41, Synergy_Bliss=1.02, Synergy_Loewe=-7.99, Synergy_HSA=-2.55. (7) Drug 1: C1=C(C(=O)NC(=O)N1)N(CCCl)CCCl. Drug 2: CC1=C(C=C(C=C1)C(=O)NC2=CC(=CC(=C2)C(F)(F)F)N3C=C(N=C3)C)NC4=NC=CC(=N4)C5=CN=CC=C5. Cell line: HCT116. Synergy scores: CSS=37.5, Synergy_ZIP=1.62, Synergy_Bliss=1.11, Synergy_Loewe=0.702, Synergy_HSA=0.979.